This data is from Forward reaction prediction with 1.9M reactions from USPTO patents (1976-2016). The task is: Predict the product of the given reaction. (1) Given the reactants [OH:1][C:2]1[CH:3]=[C:4]2[C:9](=[CH:10][CH:11]=1)[CH:8]=[C:7]([C@:12]1([CH3:18])[CH2:16][O:15][C:14](=[O:17])[NH:13]1)[CH:6]=[CH:5]2.[CH:19]([O:22][C:23]1[CH:28]=[CH:27][C:26](B(O)O)=[CH:25][CH:24]=1)([CH3:21])[CH3:20].C(Cl)Cl.C(N(CC)CC)C, predict the reaction product. The product is: [CH:19]([O:22][C:23]1[CH:28]=[CH:27][C:26]([O:1][C:2]2[CH:3]=[C:4]3[C:9](=[CH:10][CH:11]=2)[CH:8]=[C:7]([C@:12]2([CH3:18])[CH2:16][O:15][C:14](=[O:17])[NH:13]2)[CH:6]=[CH:5]3)=[CH:25][CH:24]=1)([CH3:21])[CH3:20]. (2) The product is: [CH3:37][N:36]([CH3:38])[S:33]([C:29]1[CH:28]=[C:27]([NH:26][C:12]([C:11]2[CH:10]=[N:9][N:8]3[C:3]([CH:2]([F:25])[F:1])=[CH:4][C:5]([C:15]4[CH:20]=[CH:19][C:18]([C:21]([F:24])([F:22])[F:23])=[CH:17][CH:16]=4)=[N:6][C:7]=23)=[O:14])[CH:32]=[CH:31][CH:30]=1)(=[O:34])=[O:35]. Given the reactants [F:1][CH:2]([F:25])[C:3]1[N:8]2[N:9]=[CH:10][C:11]([C:12]([OH:14])=O)=[C:7]2[N:6]=[C:5]([C:15]2[CH:20]=[CH:19][C:18]([C:21]([F:24])([F:23])[F:22])=[CH:17][CH:16]=2)[CH:4]=1.[NH2:26][C:27]1[CH:28]=[C:29]([S:33]([N:36]([CH3:38])[CH3:37])(=[O:35])=[O:34])[CH:30]=[CH:31][CH:32]=1, predict the reaction product. (3) Given the reactants CC1(C)[O:6][C@@H:5]([CH2:7][CH2:8][NH:9][C:10]([CH:12]2[CH:16]([C:17]3[CH:22]=[CH:21][CH:20]=[C:19]([Cl:23])[C:18]=3[F:24])[C:15]([C:27]3[CH:32]=[CH:31][C:30]([Cl:33])=[CH:29][C:28]=3[F:34])([C:25]#[N:26])[CH:14]([CH2:35][C:36]([CH3:39])([CH3:38])[CH3:37])[N:13]2[CH:40]=[O:41])=[O:11])[CH2:4][O:3]1.Cl, predict the reaction product. The product is: [OH:6][C@H:5]([CH2:4][OH:3])[CH2:7][CH2:8][NH:9][C:10]([CH:12]1[CH:16]([C:17]2[CH:22]=[CH:21][CH:20]=[C:19]([Cl:23])[C:18]=2[F:24])[C:15]([C:27]2[CH:32]=[CH:31][C:30]([Cl:33])=[CH:29][C:28]=2[F:34])([C:25]#[N:26])[CH:14]([CH2:35][C:36]([CH3:37])([CH3:39])[CH3:38])[N:13]1[CH:40]=[O:41])=[O:11]. (4) Given the reactants [CH:1]([N:3]1[CH2:7][CH2:6]C[C:4]1=O)=C.CN(CCCC=[C:16]([CH3:20])[C:17](N)=[O:18])C.CC(C(NCCC[N+](C)(C)C)=[O:25])=C.C=CN1C(=O)CCC1.[Cl-], predict the reaction product. The product is: [C:17]([O:25][CH2:6][CH2:7][N:3]([CH3:1])[CH3:4])(=[O:18])[CH:16]=[CH2:20]. (5) Given the reactants [CH3:1][O:2][C:3]1[CH:4]=[C:5]([C:11]2[CH:16]=[C:15]([CH3:17])[CH:14]=[CH:13][C:12]=2[NH:18][C:19](=[O:29])[CH:20]([OH:28])[C:21]2[CH:26]=[CH:25][C:24]([CH3:27])=[CH:23][CH:22]=2)[CH:6]=[CH:7][C:8]=1[O:9][CH3:10].C(=O)([O-])[O-].[Cs+].[Cs+].Br[CH2:37][C:38]#[CH:39], predict the reaction product. The product is: [CH3:1][O:2][C:3]1[CH:4]=[C:5]([C:11]2[CH:16]=[C:15]([CH3:17])[CH:14]=[CH:13][C:12]=2[NH:18][C:19](=[O:29])[CH:20]([O:28][CH2:39][C:38]#[CH:37])[C:21]2[CH:22]=[CH:23][C:24]([CH3:27])=[CH:25][CH:26]=2)[CH:6]=[CH:7][C:8]=1[O:9][CH3:10]. (6) Given the reactants CS([C:5]1[N:10]=[C:9]([C:11]2[CH:12]=[N:13][N:14]([CH3:16])[CH:15]=2)[CH:8]=[CH:7][N:6]=1)(=O)=O.CS(C1N=C(C2C=NN(C)C=2)C=CN=1)=[O:19].[NH2:32][C:33]1[CH:38]=[CH:37][C:36](O)=[CH:35][C:34]=1[F:40].C([O-])([O-])=O.[K+].[K+], predict the reaction product. The product is: [F:40][C:34]1[CH:35]=[CH:36][C:37]([O:19][C:5]2[N:10]=[C:9]([C:11]3[CH:12]=[N:13][N:14]([CH3:16])[CH:15]=3)[CH:8]=[CH:7][N:6]=2)=[CH:38][C:33]=1[NH2:32]. (7) The product is: [F:28][C:24]1[CH:23]=[C:22]([CH:27]=[CH:26][CH:25]=1)[CH2:21][N:16]1[CH2:15][CH2:14][CH:13]([NH:12][C:11]2[C:6]3[CH:5]=[C:4]([Cl:3])[S:19][C:7]=3[N:8]=[CH:9][N:10]=2)[CH2:18][CH2:17]1. Given the reactants Cl.Cl.[Cl:3][C:4]1[S:19][C:7]2[N:8]=[CH:9][N:10]=[C:11]([NH:12][CH:13]3[CH2:18][CH2:17][NH:16][CH2:15][CH2:14]3)[C:6]=2[CH:5]=1.Br[CH2:21][C:22]1[CH:27]=[CH:26][CH:25]=[C:24]([F:28])[CH:23]=1, predict the reaction product.